Dataset: Full USPTO retrosynthesis dataset with 1.9M reactions from patents (1976-2016). Task: Predict the reactants needed to synthesize the given product. (1) Given the product [NH2:19][C:18]1[C:5]([C:4]2[CH:3]=[C:2]([CH3:1])[CH:22]=[CH:21][CH:20]=2)=[N:6][S:25][C:26]=1[C:27]([O:29][CH2:30][CH3:31])=[O:28], predict the reactants needed to synthesize it. The reactants are: [CH3:1][C:2]1[CH:3]=[C:4]([CH:20]=[CH:21][CH:22]=1)[C:5]([C:18]#[N:19])=[N:6]OS(C1C=CC(C)=CC=1)(=O)=O.CO.[SH:25][CH2:26][C:27]([O:29][CH2:30][CH3:31])=[O:28]. (2) Given the product [CH3:21][O:20][C:6]1[CH:5]=[C:4]([CH2:3][CH:2]=[O:1])[CH:9]=[CH:8][C:7]=1[C:10]1[CH:11]=[CH:12][C:13]([C:16]([O:18][CH3:19])=[O:17])=[CH:14][CH:15]=1, predict the reactants needed to synthesize it. The reactants are: [OH:1][CH2:2][CH2:3][C:4]1[CH:9]=[CH:8][C:7]([C:10]2[CH:15]=[CH:14][C:13]([C:16]([O:18][CH3:19])=[O:17])=[CH:12][CH:11]=2)=[C:6]([O:20][CH3:21])[CH:5]=1.CC(OI1(OC(C)=O)(OC(C)=O)OC(=O)C2C=CC=CC1=2)=O. (3) Given the product [CH:13]1([C:11]([NH:10][C:6]2[CH:5]=[C:4]([O:16][C:17]3[CH:18]=[C:19]4[C:24](=[CH:25][CH:26]=3)[N:23]=[CH:22][C:21]([C:27]([OH:29])=[O:28])=[CH:20]4)[CH:9]=[CH:8][N:7]=2)=[O:12])[CH2:15][CH2:14]1, predict the reactants needed to synthesize it. The reactants are: [N+]([C:4]1[CH:9]=[CH:8][N:7]=[C:6]([NH:10][C:11]([CH:13]2[CH2:15][CH2:14]2)=[O:12])[CH:5]=1)([O-])=O.[OH:16][C:17]1[CH:18]=[C:19]2[C:24](=[CH:25][CH:26]=1)[N:23]=[CH:22][C:21]([C:27]([OH:29])=[O:28])=[CH:20]2.C(=O)([O-])[O-].[Cs+].[Cs+]. (4) Given the product [CH:10]1([C:11]2[C:16](/[CH:15]=[CH:14]/[C:13]([OH:18])=[O:17])=[C:41]([C:40]3[CH:50]=[CH:51][C:37]([F:36])=[CH:38][CH:39]=3)[C:43]3[C:44](=[CH:45][CH:46]=[CH:47][CH:48]=3)[N:49]=2)[CH2:8][CH2:9]1, predict the reactants needed to synthesize it. The reactants are: C(NC(C)C)(C)C.[CH2:8]([Li])[CH2:9][CH2:10][CH3:11].[C:13]([OH:18])(=[O:17])/[CH:14]=[CH:15]/[CH3:16].CN(OC)C(C1CC1)=O.[Na+].[Cl-].Cl.CS(O)(=O)=O.[F:36][C:37]1[CH:51]=[CH:50][C:40]([C:41]([C:43]2[CH:48]=[CH:47][CH:46]=[CH:45][C:44]=2[NH2:49])=O)=[CH:39][CH:38]=1. (5) Given the product [Cl:27][C:28]1[CH:29]=[C:30]([CH:34]=[CH:35][CH:36]=1)[C:31]([NH:1][CH2:2][C@H:3]1[N:10]([C:11]([C:13]2[N:14]=[C:15]([CH3:25])[S:16][C:17]=2[C:18]2[CH:19]=[C:20]([CH3:24])[CH:21]=[CH:22][CH:23]=2)=[O:12])[CH2:9][C@H:8]2[C@@H:4]1[CH2:5][CH:6]([CH3:26])[CH2:7]2)=[O:32], predict the reactants needed to synthesize it. The reactants are: [NH2:1][CH2:2][C@H:3]1[N:10]([C:11]([C:13]2[N:14]=[C:15]([CH3:25])[S:16][C:17]=2[C:18]2[CH:19]=[C:20]([CH3:24])[CH:21]=[CH:22][CH:23]=2)=[O:12])[CH2:9][C@H:8]2[C@@H:4]1[CH2:5][CH:6]([CH3:26])[CH2:7]2.[Cl:27][C:28]1[CH:29]=[C:30]([CH:34]=[CH:35][CH:36]=1)[C:31](O)=[O:32]. (6) Given the product [CH3:23][C:18]1[CH:17]=[CH:16][C:15]2[C:20](=[CH:21][CH:22]=[C:13]3[O:12][CH2:11][CH:10]([CH2:9][OH:8])[O:24][C:14]3=2)[N:19]=1, predict the reactants needed to synthesize it. The reactants are: C([O:8][CH2:9][CH:10]1[O:24][C:14]2=[C:15]3[C:20](=[CH:21][CH:22]=[C:13]2[O:12][CH2:11]1)[N:19]=[C:18]([CH3:23])[CH:17]=[CH:16]3)C1C=CC=CC=1. (7) Given the product [CH3:19][C:20]1[CH:25]=[C:24]([CH3:26])[CH:23]=[CH:22][C:21]=1[N:27]1[CH2:28][CH2:29][N:30]([C:11]([C:10]2[CH:14]=[CH:15][C:7]([N:3]3[CH2:4][CH2:5][CH2:6][S:2]3(=[O:1])=[O:18])=[C:8]([O:16][CH3:17])[CH:9]=2)=[O:13])[CH2:31][CH2:32]1, predict the reactants needed to synthesize it. The reactants are: [O:1]=[S:2]1(=[O:18])[CH2:6][CH2:5][CH2:4][N:3]1[C:7]1[CH:15]=[CH:14][C:10]([C:11]([OH:13])=O)=[CH:9][C:8]=1[O:16][CH3:17].[CH3:19][C:20]1[CH:25]=[C:24]([CH3:26])[CH:23]=[CH:22][C:21]=1[N:27]1[CH2:32][CH2:31][NH:30][CH2:29][CH2:28]1.O.[Cl-].COC1N=C(OC)N=C([N+]2(C)CCOCC2)N=1.O.